Dataset: Forward reaction prediction with 1.9M reactions from USPTO patents (1976-2016). Task: Predict the product of the given reaction. (1) Given the reactants [NH2:1][CH2:2][C@H:3]1[CH2:8][N:7]([S:9]([C:12]2[S:13][CH:14]=[CH:15][CH:16]=2)(=[O:11])=[O:10])[CH2:6][CH2:5][N:4]1[C:17]1[CH:22]=[CH:21][C:20]([C:23]([OH:29])([CH3:28])[C:24]([F:27])([F:26])[F:25])=[CH:19][CH:18]=1.N1C=CC=CC=1.[CH:36]([S:39](Cl)(=[O:41])=[O:40])([CH3:38])[CH3:37].CCN(C(C)C)C(C)C, predict the reaction product. The product is: [S:13]1[CH:14]=[CH:15][CH:16]=[C:12]1[S:9]([N:7]1[CH2:6][CH2:5][N:4]([C:17]2[CH:18]=[CH:19][C:20]([C:23]([OH:29])([CH3:28])[C:24]([F:26])([F:27])[F:25])=[CH:21][CH:22]=2)[C@@H:3]([CH2:2][NH:1][S:39]([CH:36]([CH3:38])[CH3:37])(=[O:41])=[O:40])[CH2:8]1)(=[O:10])=[O:11]. (2) Given the reactants [H-].[Na+].[I-].[CH3:4][S+](C)(C)=O.[C:9]([O:13][C:14]([NH:16][C:17]1[CH:18]=[CH:19][C:20]([C:33]([C:35]#[N:36])=[CH2:34])=[C:21]([CH:32]=1)[CH2:22][N:23]([CH3:31])[C:24](=[O:30])[O:25][C:26]([CH3:29])([CH3:28])[CH3:27])=[O:15])([CH3:12])([CH3:11])[CH3:10], predict the reaction product. The product is: [C:9]([O:13][C:14]([NH:16][C:17]1[CH:18]=[CH:19][C:20]([C:33]2([C:35]#[N:36])[CH2:4][CH2:34]2)=[C:21]([CH:32]=1)[CH2:22][N:23]([CH3:31])[C:24](=[O:30])[O:25][C:26]([CH3:27])([CH3:28])[CH3:29])=[O:15])([CH3:10])([CH3:11])[CH3:12].